This data is from Catalyst prediction with 721,799 reactions and 888 catalyst types from USPTO. The task is: Predict which catalyst facilitates the given reaction. Reactant: C[N:2](C)/[CH:3]=[CH:4]\[C:5]([C:7]1[CH:12]=[CH:11][CH:10]=[CH:9][N:8]=1)=O.O.[NH2:15]N. Product: [NH:2]1[CH:3]=[CH:4][C:5]([C:7]2[CH:12]=[CH:11][CH:10]=[CH:9][N:8]=2)=[N:15]1. The catalyst class is: 8.